Predict the product of the given reaction. From a dataset of Forward reaction prediction with 1.9M reactions from USPTO patents (1976-2016). (1) Given the reactants [NH2:1][CH2:2][CH:3]([OH:5])[CH3:4].CCN(C(C)C)C(C)C.[C:15](Cl)(=[O:22])[C:16]1[CH:21]=[CH:20][CH:19]=[CH:18][CH:17]=1, predict the reaction product. The product is: [OH:5][CH:3]([CH3:4])[CH2:2][NH:1][C:15](=[O:22])[C:16]1[CH:21]=[CH:20][CH:19]=[CH:18][CH:17]=1. (2) Given the reactants O[CH2:2][C:3]1[CH:4]=[C:5]([NH:9][C:10](=[O:16])[O:11][C:12]([CH3:15])([CH3:14])[CH3:13])[CH:6]=[CH:7][CH:8]=1.C1(P(C2C=CC=CC=2)C2C=CC=CC=2)C=CC=CC=1.C(Br)(Br)(Br)[Br:37], predict the reaction product. The product is: [Br:37][CH2:2][C:3]1[CH:4]=[C:5]([NH:9][C:10](=[O:16])[O:11][C:12]([CH3:15])([CH3:14])[CH3:13])[CH:6]=[CH:7][CH:8]=1. (3) Given the reactants [Si]([O:8][C@@H:9]1[C@@H:16]2[N:12]([N:13]=[C:14]([C:24]3[CH:31]=[CH:30][C:27]([C:28]#[N:29])=[C:26]([Cl:32])[C:25]=3[CH3:33])[C@H:15]2[O:17][CH:18]2[CH2:23][CH2:22][CH2:21][CH2:20][O:19]2)[CH2:11][CH2:10]1)(C(C)(C)C)(C)C.[F-].C([N+](CCCC)(CCCC)CCCC)CCC, predict the reaction product. The product is: [Cl:32][C:26]1[C:25]([CH3:33])=[C:24]([C:14]2[C@@H:15]([O:17][CH:18]3[CH2:23][CH2:22][CH2:21][CH2:20][O:19]3)[C@@H:16]3[C@@H:9]([OH:8])[CH2:10][CH2:11][N:12]3[N:13]=2)[CH:31]=[CH:30][C:27]=1[C:28]#[N:29]. (4) Given the reactants [F:1][C:2]1[CH:7]=[C:6]([C:8]2[CH:9]=[C:10]3[C:15](=[CH:16][CH:17]=2)[N:14]=[CH:13][N:12]=[C:11]3[NH:18][C:19]2[CH:24]=[CH:23][C:22]([N:25]3[CH2:30][CH2:29][O:28][CH2:27][CH2:26]3)=[CH:21][CH:20]=2)[CH:5]=[CH:4][C:3]=1[OH:31].Cl.Cl[CH2:34][CH2:35][CH2:36][N:37]1[CH2:42][CH2:41][O:40][CH2:39][CH2:38]1.C(=O)([O-])[O-].[K+].[K+], predict the reaction product. The product is: [F:1][C:2]1[CH:7]=[C:6]([C:8]2[CH:9]=[C:10]3[C:15](=[CH:16][CH:17]=2)[N:14]=[CH:13][N:12]=[C:11]3[NH:18][C:19]2[CH:20]=[CH:21][C:22]([N:25]3[CH2:30][CH2:29][O:28][CH2:27][CH2:26]3)=[CH:23][CH:24]=2)[CH:5]=[CH:4][C:3]=1[O:31][CH2:34][CH2:35][CH2:36][N:37]1[CH2:42][CH2:41][O:40][CH2:39][CH2:38]1. (5) The product is: [CH:16]1([CH2:15][CH2:14][N:11]2[CH2:12][CH2:13][N:9]([C:7]3[S:8][C:4]([C:1]4[CH:2]=[CH:26][NH:24][N:30]=4)=[C:5]([CH3:20])[N:6]=3)[C:10]2=[O:19])[CH2:18][CH2:17]1. Given the reactants [C:1]([C:4]1[S:8][C:7]([N:9]2[CH2:13][CH2:12][N:11]([CH2:14][CH2:15][CH:16]3[CH2:18][CH2:17]3)[C:10]2=[O:19])=[N:6][C:5]=1[CH3:20])(=O)[CH3:2].COC(OC)[N:24]([CH3:26])C.O.[NH2:30]N, predict the reaction product. (6) Given the reactants [NH2:1][C:2]1[C:7]([OH:8])=[CH:6][N:5]=[C:4]([C:9]([NH:11][C@@H:12]([C:20]2[CH:25]=[CH:24][C:23]([O:26][C:27]([F:30])([F:29])[F:28])=[C:22]([F:31])[CH:21]=2)[C:13]2[C:18]([F:19])=[CH:17][CH:16]=[CH:15][N:14]=2)=[O:10])[CH:3]=1.Cl[C:33](Cl)([O:35]C(=O)OC(Cl)(Cl)Cl)Cl.CCOC(C)=O, predict the reaction product. The product is: [F:31][C:22]1[CH:21]=[C:20]([C@@H:12]([C:13]2[C:18]([F:19])=[CH:17][CH:16]=[CH:15][N:14]=2)[NH:11][C:9]([C:4]2[N:5]=[CH:6][C:7]3[O:8][C:33](=[O:35])[NH:1][C:2]=3[CH:3]=2)=[O:10])[CH:25]=[CH:24][C:23]=1[O:26][C:27]([F:28])([F:29])[F:30]. (7) Given the reactants [N+:1]([C:4]1[CH:34]=[CH:33][C:7]([C:8]([NH:10][C:11]2[CH:32]=[CH:31][C:14]3[N:15]([CH:18]([C:25]4[CH:30]=[CH:29][CH:28]=[CH:27][CH:26]=4)[CH2:19][C:20]([O:22][CH2:23][CH3:24])=[O:21])[CH:16]=[N:17][C:13]=3[CH:12]=2)=[O:9])=[CH:6][CH:5]=1)([O-])=O.C([O-])=O.[NH4+], predict the reaction product. The product is: [NH2:1][C:4]1[CH:34]=[CH:33][C:7]([C:8]([NH:10][C:11]2[CH:32]=[CH:31][C:14]3[N:15]([CH:18]([C:25]4[CH:26]=[CH:27][CH:28]=[CH:29][CH:30]=4)[CH2:19][C:20]([O:22][CH2:23][CH3:24])=[O:21])[CH:16]=[N:17][C:13]=3[CH:12]=2)=[O:9])=[CH:6][CH:5]=1.